This data is from Forward reaction prediction with 1.9M reactions from USPTO patents (1976-2016). The task is: Predict the product of the given reaction. (1) Given the reactants [CH2:1]([O:3][C:4]1[CH:5]=[C:6]([CH:30]=[CH:31][C:32]=1[O:33][CH2:34][CH3:35])[CH2:7][C:8]1[O:12][N:11]=[C:10]([C:13]2[CH:21]=[CH:20][CH:19]=[C:18]3[C:14]=2[CH2:15][CH2:16][C@H:17]3[NH:22]C(=O)OC(C)(C)C)[N:9]=1)[CH3:2].[ClH:36], predict the reaction product. The product is: [ClH:36].[CH2:1]([O:3][C:4]1[CH:5]=[C:6]([CH:30]=[CH:31][C:32]=1[O:33][CH2:34][CH3:35])[CH2:7][C:8]1[O:12][N:11]=[C:10]([C:13]2[CH:21]=[CH:20][CH:19]=[C:18]3[C:14]=2[CH2:15][CH2:16][C@H:17]3[NH2:22])[N:9]=1)[CH3:2]. (2) The product is: [CH3:25][NH:26][CH2:1][C:3]1[C:11]2[C:6](=[CH:7][C:8]([C:12]([O:14][CH3:15])=[O:13])=[CH:9][CH:10]=2)[N:5]([S:16]([C:19]2[CH:20]=[N:21][CH:22]=[CH:23][CH:24]=2)(=[O:18])=[O:17])[CH:4]=1. Given the reactants [CH:1]([C:3]1[C:11]2[C:6](=[CH:7][C:8]([C:12]([O:14][CH3:15])=[O:13])=[CH:9][CH:10]=2)[N:5]([S:16]([C:19]2[CH:20]=[N:21][CH:22]=[CH:23][CH:24]=2)(=[O:18])=[O:17])[CH:4]=1)=O.[C:25]([BH3-])#[N:26].[Na+].CN.O1CCCC1.C(=O)(O)[O-].[Na+], predict the reaction product. (3) The product is: [OH:34][CH2:33][C@H:28]([NH:27][C:19]1[C:20]2[S:25][C:24](=[O:26])[NH:23][C:21]=2[N:22]=[C:17]([S:16][CH:40]([C:42]2[CH:47]=[CH:46][CH:45]=[C:44]([C:48]([F:49])([F:50])[F:51])[CH:43]=2)[CH3:41])[N:18]=1)[CH2:29][CH:30]([CH3:31])[CH3:32]. Given the reactants [OH:34][CH2:33][C@H:28]([NH:27][C:19]1[C:20]2[S:25][C:24](=[O:26])[NH:23][C:21]=2[N:22]=[C:17]([S:16][S:16][C:17]2[N:18]=[C:19]([NH:27][C@@H:28]([CH2:33][OH:34])[CH2:29][CH:30]([CH3:32])[CH3:31])[C:20]3[S:25][C:24](=[O:26])[NH:23][C:21]=3[N:22]=2)[N:18]=1)[CH2:29][CH:30]([CH3:32])[CH3:31].Br[CH:40]([C:42]1[CH:43]=[C:44]([C:48]([F:51])([F:50])[F:49])[CH:45]=[CH:46][CH:47]=1)[CH3:41], predict the reaction product. (4) Given the reactants [Br:1][C:2]1[CH:11]=[CH:10][C:5]([C:6]([NH:8][OH:9])=[NH:7])=[C:4]([F:12])[CH:3]=1.[H-].[Na+].[C:15](OC)(=O)[CH3:16], predict the reaction product. The product is: [Br:1][C:2]1[CH:11]=[CH:10][C:5]([C:6]2[N:7]=[C:15]([CH3:16])[O:9][N:8]=2)=[C:4]([F:12])[CH:3]=1. (5) Given the reactants [CH3:1][O:2][C:3]([C:5]1([C:8]2[CH:13]=[CH:12][C:11]([S:14](Cl)(=O)=O)=[CH:10][CH:9]=2)[CH2:7][CH2:6]1)=[O:4].[Sn].Cl, predict the reaction product. The product is: [CH3:1][O:2][C:3]([C:5]1([C:8]2[CH:9]=[CH:10][C:11]([SH:14])=[CH:12][CH:13]=2)[CH2:6][CH2:7]1)=[O:4].